Dataset: Full USPTO retrosynthesis dataset with 1.9M reactions from patents (1976-2016). Task: Predict the reactants needed to synthesize the given product. (1) Given the product [CH2:3]([C@@H:15]1[CH2:14][C@H:13]([C:9]2[CH:10]=[CH:11][CH:12]=[C:7]([Cl:6])[CH:8]=2)[C@:18]([C:20]2[CH:21]=[CH:22][C:23]([Cl:26])=[CH:24][CH:25]=2)([CH3:19])[N:17]([CH:27]([CH3:28])[CH3:29])[C:16]1=[O:30])[CH:1]=[CH2:2], predict the reactants needed to synthesize it. The reactants are: [CH:1]([Li])([CH2:3]C)[CH3:2].[Cl:6][C:7]1[CH:8]=[C:9]([C@@H:13]2[C@:18]([C:20]3[CH:25]=[CH:24][C:23]([Cl:26])=[CH:22][CH:21]=3)([CH3:19])[N:17]([CH:27]([CH3:29])[CH3:28])[C:16](=[O:30])[CH2:15][CH2:14]2)[CH:10]=[CH:11][CH:12]=1.C(Br)C=C. (2) Given the product [CH2:1]([O:3][C:4]1[CH:5]=[C:6]([CH:21]=[CH:22][C:23]=1[O:24][CH2:25][CH3:26])[C:7]([N:9]1[C:18]2[C:13](=[CH:14][CH:15]=[CH:16][CH:17]=2)[CH:12]([N:27]2[C:36]3[C:31](=[CH:32][CH:33]=[CH:34][CH:35]=3)[CH2:30][CH2:29][CH2:28]2)[CH2:11][CH:10]1[CH3:20])=[O:8])[CH3:2], predict the reactants needed to synthesize it. The reactants are: [CH2:1]([O:3][C:4]1[CH:5]=[C:6]([CH:21]=[CH:22][C:23]=1[O:24][CH2:25][CH3:26])[C:7]([N:9]1[C:18]2[C:13](=[CH:14][CH:15]=[CH:16][CH:17]=2)[CH:12](O)[CH2:11][CH:10]1[CH3:20])=[O:8])[CH3:2].[NH:27]1[C:36]2[C:31](=[CH:32][CH:33]=[CH:34][CH:35]=2)[CH2:30][CH2:29][CH2:28]1. (3) Given the product [CH3:11][C:12]1[CH:33]=[CH:32][C:31]([CH3:34])=[CH:30][C:13]=1[O:14][CH2:15][C:16]1[CH:21]=[CH:20][CH:19]=[CH:18][C:17]=1[C:22](=[N:27][O:28][CH3:29])[C:23]([NH:9][NH2:10])=[O:24], predict the reactants needed to synthesize it. The reactants are: CO.C1COCC1.O.[NH2:9][NH2:10].[CH3:11][C:12]1[CH:33]=[CH:32][C:31]([CH3:34])=[CH:30][C:13]=1[O:14][CH2:15][C:16]1[CH:21]=[CH:20][CH:19]=[CH:18][C:17]=1[C:22](=[N:27][O:28][CH3:29])[C:23](OC)=[O:24]. (4) The reactants are: [NH2:1][C:2]1[CH:7]=[CH:6][CH:5]=[C:4]([Cl:8])[N:3]=1.C(N(CC)CC)C.[CH3:16][C:17]([CH3:22])([CH3:21])[C:18](Cl)=[O:19].O. Given the product [Cl:8][C:4]1[N:3]=[C:2]([NH:1][C:18](=[O:19])[C:17]([CH3:22])([CH3:21])[CH3:16])[CH:7]=[CH:6][CH:5]=1, predict the reactants needed to synthesize it.